From a dataset of Full USPTO retrosynthesis dataset with 1.9M reactions from patents (1976-2016). Predict the reactants needed to synthesize the given product. (1) Given the product [NH:31]1[C:27]2[CH:28]=[CH:29][CH:30]=[C:25]([OH:24])[C:26]=2[CH:35]=[N:13]1, predict the reactants needed to synthesize it. The reactants are: C(OC(=O)C)(=O)C.C([O-])(=O)C.[K+].[N:13](OCCC(C)C)=O.C([O:24][C:25]1[CH:30]=[CH:29][CH:28]=[C:27]([NH:31]C(=O)C)[C:26]=1[CH3:35])(=O)C. (2) Given the product [N:18]1[CH:19]=[CH:20][C:15]([C:8]2[CH:9]=[C:10]([C:13]#[N:14])[CH:11]=[CH:12][C:7]=2[C:31]2[CH:32]=[CH:33][C:34]([O:35][CH2:36][C:37]3[CH:46]=[CH:45][C:44]4[C:39](=[CH:40][CH:41]=[CH:42][CH:43]=4)[N:38]=3)=[CH:47][CH:48]=2)=[CH:16][CH:17]=1, predict the reactants needed to synthesize it. The reactants are: FC(F)(F)S(O[C:7]1[CH:12]=[CH:11][C:10]([C:13]#[N:14])=[CH:9][C:8]=1[C:15]1[CH:20]=[CH:19][N:18]=[CH:17][CH:16]=1)(=O)=O.CC1(C)C(C)(C)OB([C:31]2[CH:48]=[CH:47][C:34]([O:35][CH2:36][C:37]3[CH:46]=[CH:45][C:44]4[C:39](=[CH:40][CH:41]=[CH:42][CH:43]=4)[N:38]=3)=[CH:33][CH:32]=2)O1.C([O-])([O-])=O.[Na+].[Na+]. (3) Given the product [NH:8]1[CH2:13][CH2:12][CH:11]([NH:14][C:15](=[O:35])[CH:16]([CH2:26][CH2:27][CH2:28][C:29]2[CH:34]=[CH:33][CH:32]=[CH:31][CH:30]=2)[CH2:17][CH2:18][CH2:19][C:20]2[CH:21]=[CH:22][CH:23]=[CH:24][CH:25]=2)[CH2:10][CH2:9]1, predict the reactants needed to synthesize it. The reactants are: C([N:8]1[CH2:13][CH2:12][CH:11]([NH:14][C:15](=[O:35])[CH:16]([CH2:26][CH2:27][CH2:28][C:29]2[CH:34]=[CH:33][CH:32]=[CH:31][CH:30]=2)[CH2:17][CH2:18][CH2:19][C:20]2[CH:25]=[CH:24][CH:23]=[CH:22][CH:21]=2)[CH2:10][CH2:9]1)C1C=CC=CC=1. (4) Given the product [F:8][C:7]([F:10])([F:9])[C:5]1[N:6]=[C:2]([N:20]2[CH2:21][CH2:22][C@@H:18]([NH2:17])[CH2:19]2)[S:3][CH:4]=1, predict the reactants needed to synthesize it. The reactants are: Br[C:2]1[S:3][CH:4]=[C:5]([C:7]([F:10])([F:9])[F:8])[N:6]=1.C(OC(=O)[NH:17][C@@H:18]1[CH2:22][CH2:21][N:20](C2C(C(F)(F)F)=CC=CN=2)[CH2:19]1)(C)(C)C.FC(F)(F)C1C(N2CC[C@@H](N)C2)=NC=CC=1. (5) Given the product [CH2:1]([O:8][C:9]1[CH:14]=[CH:13][C:12]([CH2:15][C:16]([O:18][CH2:19][CH3:20])=[O:17])=[CH:11][C:10]=1[B:25]1[O:26][C:27]([CH3:29])([CH3:28])[C:23]([CH3:39])([CH3:22])[O:24]1)[C:2]1[CH:7]=[CH:6][CH:5]=[CH:4][CH:3]=1, predict the reactants needed to synthesize it. The reactants are: [CH2:1]([O:8][C:9]1[CH:14]=[CH:13][C:12]([CH2:15][C:16]([O:18][CH2:19][CH3:20])=[O:17])=[CH:11][C:10]=1Br)[C:2]1[CH:7]=[CH:6][CH:5]=[CH:4][CH:3]=1.[CH3:22][C:23]1([CH3:39])[C:27]([CH3:29])([CH3:28])[O:26][B:25]([B:25]2[O:26][C:27]([CH3:29])([CH3:28])[C:23]([CH3:39])([CH3:22])[O:24]2)[O:24]1.C([O-])(=O)C.[K+].